This data is from Reaction yield outcomes from USPTO patents with 853,638 reactions. The task is: Predict the reaction yield, written as a fraction of the theoretical maximum amount of product (1.0 means a 100% yield; for example, 0.34 means a 34% yield). (1) The reactants are [CH3:1][O:2][C:3]1[C:4]([NH:14][C:15](=[O:19])OCC)=[N:5][C:6]2[C:11]([N:12]=1)=[CH:10][C:9]([CH3:13])=[CH:8][CH:7]=2.[F:20][C:21]1[CH:26]=[CH:25][C:24]([N:27]2[CH2:32][CH2:31][NH:30][CH2:29][CH2:28]2)=[CH:23][CH:22]=1. No catalyst specified. The product is [CH3:1][O:2][C:3]1[C:4]([NH:14][C:15]([N:30]2[CH2:29][CH2:28][N:27]([C:24]3[CH:23]=[CH:22][C:21]([F:20])=[CH:26][CH:25]=3)[CH2:32][CH2:31]2)=[O:19])=[N:5][C:6]2[C:11]([N:12]=1)=[CH:10][C:9]([CH3:13])=[CH:8][CH:7]=2. The yield is 0.900. (2) The yield is 0.480. The product is [C:15]1([C:13]2[N:14]=[C:10]([CH2:9][CH:39]([C:44]3[CH:45]=[CH:46][C:47]([CH2:48][OH:49])=[CH:52][CH:53]=3)[CH2:40][CH2:41][CH3:42])[S:11][CH:12]=2)[CH:16]=[CH:17][CH:18]=[CH:19][CH:20]=1. The catalyst is C1C=CC=CC=1.O1CCCC1.[C].[Pd].CO.O. The reactants are [Br-].C1([P+](C2C=CC=CC=2)(C2C=CC=CC=2)[CH2:9][C:10]2[S:11][CH:12]=[C:13]([C:15]3[CH:20]=[CH:19][CH:18]=[CH:17][CH:16]=3)[N:14]=2)C=CC=CC=1.CC(C)([O-])C.[K+].[C:39]([C:44]1[CH:53]=[CH:52][C:47]([C:48](OC)=[O:49])=[CH:46][CH:45]=1)(=O)[CH2:40][CH2:41][CH3:42].C1(C)C=CC=CC=1.[H-].C([Al+]CC(C)C)C(C)C.O.O.O.O.O.O.O.O.O.O.[O-]S([O-])(=O)=O.[Na+].[Na+]. (3) The reactants are F[C:2]1[CH:9]=[CH:8][C:7]([CH:10]=[O:11])=[CH:6][C:3]=1[C:4]#[N:5].C([O-])([O-])=O.[K+].[K+].[N+:18]([C:21]1[N:25]=[CH:24][NH:23][N:22]=1)([O-:20])=[O:19]. The catalyst is CN(C=O)C.O. The product is [CH:10]([C:7]1[CH:8]=[CH:9][C:2]([N:23]2[CH:24]=[N:25][C:21]([N+:18]([O-:20])=[O:19])=[N:22]2)=[C:3]([CH:6]=1)[C:4]#[N:5])=[O:11]. The yield is 0.450. (4) The reactants are [NH2:1][C:2]1[CH:11]=[CH:10][C:9]2[C:4](=[C:5]([OH:12])[CH:6]=[CH:7][CH:8]=2)[N:3]=1.C1(=O)O[CH2:16][CH2:15][O:14]1.O(C(C)(C)C)[K]. The catalyst is CN(C=O)C.[Cl-].[Na+].O. The product is [NH2:1][C:2]1[CH:11]=[CH:10][C:9]2[C:4](=[C:5]([O:12][CH2:16][CH2:15][OH:14])[CH:6]=[CH:7][CH:8]=2)[N:3]=1. The yield is 0.280. (5) The reactants are Cl.[CH3:2][O:3][C:4](=[O:11])[C@H:5]1[CH2:9][C@@H:8]([OH:10])[CH2:7][NH:6]1.C(=O)(O)[O-].[Na+].[C:17](Cl)(=[O:24])[C:18]1[CH:23]=[CH:22][CH:21]=[CH:20][CH:19]=1. The catalyst is ClCCl. The product is [CH3:2][O:3][C:4](=[O:11])[C@H:5]1[CH2:9][C@@H:8]([OH:10])[CH2:7][N:6]1[C:17](=[O:24])[C:18]1[CH:23]=[CH:22][CH:21]=[CH:20][CH:19]=1. The yield is 0.907. (6) The product is [CH:20]1([C:16]2[NH:15][C:14]3[C:13](=[O:25])[N:12]([CH2:26][CH2:27][CH3:28])[C:11]([O:10][C:6]4[CH:5]=[C:4]([CH:9]=[CH:8][CH:7]=4)[C:3]([NH2:31])=[O:2])=[N:19][C:18]=3[N:17]=2)[CH2:21][CH2:22][CH2:23][CH2:24]1. The catalyst is C1COCC1. The reactants are C[O:2][C:3](=O)[C:4]1[CH:9]=[CH:8][CH:7]=[C:6]([O:10][C:11]2[N:12]([CH2:26][CH2:27][CH3:28])[C:13](=[O:25])[C:14]3[NH:15][C:16]([CH:20]4[CH2:24][CH2:23][CH2:22][CH2:21]4)=[N:17][C:18]=3[N:19]=2)[CH:5]=1.C[N:31]1CCCN2C1=NCCC2.N. The yield is 0.600.